From a dataset of Reaction yield outcomes from USPTO patents with 853,638 reactions. Predict the reaction yield, written as a fraction of the theoretical maximum amount of product (1.0 means a 100% yield; for example, 0.34 means a 34% yield). (1) The catalyst is CN(C=O)C. The reactants are [CH:1]1[C:14]2[C:5](=[N:6][C:7]3[C:12]([C:13]=2[NH:15][S:16]([C:19]2[C:24]([CH3:25])=[CH:23][C:22]([CH3:26])=[CH:21][C:20]=2[CH3:27])(=[O:18])=[O:17])=[CH:11][CH:10]=[CH:9][CH:8]=3)[CH:4]=[CH:3][CH:2]=1.[H-].[Na+].[Br:30][CH2:31][CH2:32][CH2:33][CH2:34][CH2:35]Br. The product is [CH:1]1[C:14]2[C:5](=[N:6][C:7]3[C:12]([C:13]=2[N:15]([CH2:35][CH2:34][CH2:33][CH2:32][CH2:31][Br:30])[S:16]([C:19]2[C:20]([CH3:27])=[CH:21][C:22]([CH3:26])=[CH:23][C:24]=2[CH3:25])(=[O:17])=[O:18])=[CH:11][CH:10]=[CH:9][CH:8]=3)[CH:4]=[CH:3][CH:2]=1. The yield is 0.600. (2) The reactants are [CH3:1][N:2]1[C:6]([NH:7][C:8](=[O:15])OCC(Cl)(Cl)Cl)=[CH:5][C:4]([CH3:16])=[N:3]1.[C:17]1([C:23]2[N:27]=[C:26]([N:28]3[CH2:33][CH2:32][NH:31][CH2:30][CH2:29]3)[S:25][N:24]=2)[CH:22]=[CH:21][CH:20]=[CH:19][CH:18]=1.C(N(C(C)C)CC)(C)C.O. The catalyst is CS(C)=O. The product is [CH3:1][N:2]1[C:6]([NH:7][C:8]([N:31]2[CH2:32][CH2:33][N:28]([C:26]3[S:25][N:24]=[C:23]([C:17]4[CH:22]=[CH:21][CH:20]=[CH:19][CH:18]=4)[N:27]=3)[CH2:29][CH2:30]2)=[O:15])=[CH:5][C:4]([CH3:16])=[N:3]1. The yield is 0.469. (3) The reactants are [CH:1]([N:4]1[CH2:9][CH2:8][CH:7]([S:10]([C:12]2[CH:13]=[CH:14][C:15]3[O:21][CH2:20][CH2:19][N:18]4[CH:22]=[C:23]([C:25]5[CH:30]=[CH:29][CH:28]=[CH:27][N:26]=5)[N:24]=[C:17]4[C:16]=3[CH:31]=2)=[O:11])[CH2:6][CH2:5]1)([CH3:3])[CH3:2].C(O)(C(F)(F)F)=[O:33].C1C=C(Cl)C=C(C(OO)=O)C=1. The catalyst is C(Cl)Cl. The product is [CH:1]([N:4]1[CH2:9][CH2:8][CH:7]([S:10]([C:12]2[CH:13]=[CH:14][C:15]3[O:21][CH2:20][CH2:19][N:18]4[CH:22]=[C:23]([C:25]5[CH:30]=[CH:29][CH:28]=[CH:27][N:26]=5)[N:24]=[C:17]4[C:16]=3[CH:31]=2)(=[O:33])=[O:11])[CH2:6][CH2:5]1)([CH3:3])[CH3:2]. The yield is 0.750.